Dataset: NCI-60 drug combinations with 297,098 pairs across 59 cell lines. Task: Regression. Given two drug SMILES strings and cell line genomic features, predict the synergy score measuring deviation from expected non-interaction effect. (1) Drug 1: CC(CN1CC(=O)NC(=O)C1)N2CC(=O)NC(=O)C2. Drug 2: CC(C)NC(=O)C1=CC=C(C=C1)CNNC.Cl. Cell line: EKVX. Synergy scores: CSS=5.69, Synergy_ZIP=0.0252, Synergy_Bliss=-0.112, Synergy_Loewe=-0.358, Synergy_HSA=-0.503. (2) Drug 1: CC1=CC=C(C=C1)C2=CC(=NN2C3=CC=C(C=C3)S(=O)(=O)N)C(F)(F)F. Drug 2: CCCCC(=O)OCC(=O)C1(CC(C2=C(C1)C(=C3C(=C2O)C(=O)C4=C(C3=O)C=CC=C4OC)O)OC5CC(C(C(O5)C)O)NC(=O)C(F)(F)F)O. Cell line: SF-295. Synergy scores: CSS=55.5, Synergy_ZIP=0.781, Synergy_Bliss=-2.49, Synergy_Loewe=-17.8, Synergy_HSA=-7.34. (3) Drug 1: C1CCN(CC1)CCOC2=CC=C(C=C2)C(=O)C3=C(SC4=C3C=CC(=C4)O)C5=CC=C(C=C5)O. Drug 2: CC12CCC(CC1=CCC3C2CCC4(C3CC=C4C5=CN=CC=C5)C)O. Cell line: RPMI-8226. Synergy scores: CSS=13.1, Synergy_ZIP=6.53, Synergy_Bliss=9.81, Synergy_Loewe=-4.60, Synergy_HSA=-1.55. (4) Drug 1: C1=CC(=C2C(=C1NCCNCCO)C(=O)C3=C(C=CC(=C3C2=O)O)O)NCCNCCO. Drug 2: COC1=C2C(=CC3=C1OC=C3)C=CC(=O)O2. Cell line: KM12. Synergy scores: CSS=23.7, Synergy_ZIP=3.91, Synergy_Bliss=9.81, Synergy_Loewe=-18.7, Synergy_HSA=-2.46. (5) Drug 1: C1=CC(=CC=C1CC(C(=O)O)N)N(CCCl)CCCl.Cl. Drug 2: CC1=C(C=C(C=C1)NC(=O)C2=CC=C(C=C2)CN3CCN(CC3)C)NC4=NC=CC(=N4)C5=CN=CC=C5. Cell line: UACC-257. Synergy scores: CSS=-4.50, Synergy_ZIP=0.688, Synergy_Bliss=-1.70, Synergy_Loewe=-5.89, Synergy_HSA=-5.69. (6) Drug 1: CCC1(CC2CC(C3=C(CCN(C2)C1)C4=CC=CC=C4N3)(C5=C(C=C6C(=C5)C78CCN9C7C(C=CC9)(C(C(C8N6C)(C(=O)OC)O)OC(=O)C)CC)OC)C(=O)OC)O.OS(=O)(=O)O. Drug 2: C1C(C(OC1N2C=NC(=NC2=O)N)CO)O. Cell line: OVCAR-4. Synergy scores: CSS=18.0, Synergy_ZIP=-1.61, Synergy_Bliss=-2.26, Synergy_Loewe=-0.544, Synergy_HSA=0.178. (7) Drug 1: COC1=NC(=NC2=C1N=CN2C3C(C(C(O3)CO)O)O)N. Drug 2: C1=CC=C(C(=C1)C(C2=CC=C(C=C2)Cl)C(Cl)Cl)Cl. Cell line: MDA-MB-435. Synergy scores: CSS=13.9, Synergy_ZIP=-5.11, Synergy_Bliss=-1.30, Synergy_Loewe=-6.18, Synergy_HSA=-1.80. (8) Drug 1: C(=O)(N)NO. Drug 2: C1C(C(OC1N2C=NC3=C2NC=NCC3O)CO)O. Cell line: MOLT-4. Synergy scores: CSS=2.91, Synergy_ZIP=0.184, Synergy_Bliss=2.48, Synergy_Loewe=1.58, Synergy_HSA=0.670.